Dataset: Catalyst prediction with 721,799 reactions and 888 catalyst types from USPTO. Task: Predict which catalyst facilitates the given reaction. (1) Reactant: [F:1][C:2]1[CH:3]=[C:4]([C:10]2[C:18]3[C:13](=[N:14][CH:15]=[N:16][C:17]=3[NH2:19])[NH:12][N:11]=2)[CH:5]=[C:6]([O:8][CH3:9])[CH:7]=1.[H-].[Na+].CS(O[CH2:27][CH2:28][NH:29][C:30]1[CH:35]=[CH:34][CH:33]=[CH:32][CH:31]=1)(=O)=O.O. Product: [F:1][C:2]1[CH:3]=[C:4]([C:10]2[C:18]3[C:13](=[N:14][CH:15]=[N:16][C:17]=3[NH2:19])[N:12]([CH2:27][CH2:28][NH:29][C:30]3[CH:35]=[CH:34][CH:33]=[CH:32][CH:31]=3)[N:11]=2)[CH:5]=[C:6]([O:8][CH3:9])[CH:7]=1. The catalyst class is: 3. (2) Reactant: CC(C)=O.[O:5]1CCO[CH:6]1[CH2:10][C:11]1([CH2:20][N:21]([CH3:29])[C:22](=[O:28])[O:23][C:24]([CH3:27])([CH3:26])[CH3:25])[C:19]2[C:14](=[CH:15][CH:16]=[CH:17][CH:18]=2)[CH2:13][CH2:12]1.C1(C)C=CC(S(O)(=O)=O)=CC=1.O. Product: [CH3:29][N:21]([CH2:20][C:11]1([CH2:10][CH:6]=[O:5])[C:19]2[C:14](=[CH:15][CH:16]=[CH:17][CH:18]=2)[CH2:13][CH2:12]1)[C:22](=[O:28])[O:23][C:24]([CH3:27])([CH3:25])[CH3:26]. The catalyst class is: 28. (3) Reactant: [CH3:1][C:2]1([CH3:14])[C:6]([CH3:8])([CH3:7])[O:5][B:4]([C:9]2[CH:10]=[N:11][NH:12][CH:13]=2)[O:3]1.C(=O)([O-])[O-].[Cs+].[Cs+].Br[CH2:22][CH2:23][OH:24]. Product: [CH3:1][C:2]1([CH3:14])[C:6]([CH3:7])([CH3:8])[O:5][B:4]([C:9]2[CH:13]=[N:12][N:11]([CH2:22][CH2:23][OH:24])[CH:10]=2)[O:3]1. The catalyst class is: 9. (4) Reactant: [CH2:1]([N:8]1[CH2:13][CH2:12][CH:11]([N:14]([CH3:32])[C:15]([N:17]2[CH:21]=[C:20]([C:22]3[CH:27]=[CH:26][CH:25]=[C:24]([NH:28][C:29]([NH2:31])=[O:30])[CH:23]=3)[N:19]=[CH:18]2)=[O:16])[CH2:10][CH2:9]1)[C:2]1[CH:7]=[CH:6][CH:5]=[CH:4][CH:3]=1.CO.[ClH:35]. Product: [ClH:35].[CH2:1]([N:8]1[CH2:9][CH2:10][CH:11]([N:14]([CH3:32])[C:15]([N:17]2[CH:21]=[C:20]([C:22]3[CH:27]=[CH:26][CH:25]=[C:24]([NH:28][C:29]([NH2:31])=[O:30])[CH:23]=3)[N:19]=[CH:18]2)=[O:16])[CH2:12][CH2:13]1)[C:2]1[CH:7]=[CH:6][CH:5]=[CH:4][CH:3]=1. The catalyst class is: 13.